From a dataset of Forward reaction prediction with 1.9M reactions from USPTO patents (1976-2016). Predict the product of the given reaction. (1) Given the reactants [Mg].Br[C:3]1[CH:8]=[CH:7][C:6]([O:9][CH2:10][CH2:11][O:12][CH2:13][CH2:14][CH2:15][CH3:16])=[CH:5][CH:4]=1.B(OC)(OC)OC.Br[C:25]1[CH:26]=[CH:27][C:28]2[N:35]([CH2:36][CH2:37][CH3:38])[CH2:34][CH2:33][CH2:32][C:31]([C:39]([OH:41])=[O:40])=[CH:30][C:29]=2[CH:42]=1.P([O-])([O-])([O-])=O.[K+].[K+].[K+], predict the reaction product. The product is: [CH2:13]([O:12][CH2:11][CH2:10][O:9][C:6]1[CH:7]=[CH:8][C:3]([C:25]2[CH:26]=[CH:27][C:28]3[N:35]([CH2:36][CH2:37][CH3:38])[CH2:34][CH2:33][CH2:32][C:31]([C:39]([OH:41])=[O:40])=[CH:30][C:29]=3[CH:42]=2)=[CH:4][CH:5]=1)[CH2:14][CH2:15][CH3:16]. (2) Given the reactants [C:1]([N:4]1[C:13]2[C:8](=[CH:9][C:10](B3OC(C)(C)C(C)(C)O3)=[CH:11][CH:12]=2)[C@H:7]([NH:23][C:24](=[O:29])[O:25][CH:26]([CH3:28])[CH3:27])[CH2:6][C@@H:5]1[CH3:30])(=[O:3])[CH3:2].C(=O)([O-])[O-].[K+].[K+].Br[C:38]1[S:39][C:40]([CH3:43])=[N:41][N:42]=1.C(O)C, predict the reaction product. The product is: [C:1]([N:4]1[C:13]2[C:8](=[CH:9][C:10]([C:38]3[S:39][C:40]([CH3:43])=[N:41][N:42]=3)=[CH:11][CH:12]=2)[C@H:7]([NH:23][C:24](=[O:29])[O:25][CH:26]([CH3:28])[CH3:27])[CH2:6][C@@H:5]1[CH3:30])(=[O:3])[CH3:2]. (3) Given the reactants [CH2:1]([N:3]([CH2:25][CH3:26])[C:4]([C:6]1[CH:24]=[CH:23][C:9]([CH2:10][C:11]2[CH:22]=[CH:21][CH:20]=[CH:19][C:12]=2[O:13]CC(O)CO)=[CH:8][CH:7]=1)=[O:5])[CH3:2].I([O-])(=O)(=O)=O.[Na+].[O:33]1CCO[CH2:35][CH2:34]1, predict the reaction product. The product is: [CH2:25]([N:3]([CH2:1][CH3:2])[C:4]([C:6]1[CH:24]=[CH:23][C:9]([CH2:10][C:11]2[CH:22]=[CH:21][CH:20]=[CH:19][C:12]=2[O:13][C:34](=[O:33])[CH3:35])=[CH:8][CH:7]=1)=[O:5])[CH3:26]. (4) The product is: [F:12][C:11]([F:14])([F:13])[C:10]([C:8]1[CH:9]=[C:4](/[CH:1]=[CH:2]/[CH3:3])[C:5]([O:35][C:31]2[CH:30]=[C:29]([CH:34]=[CH:33][CH:32]=2)[C:28]([O:27][CH3:26])=[O:36])=[N:6][CH:7]=1)([O:19][CH2:20][O:21][CH3:22])[C:15]([F:18])([F:17])[F:16]. Given the reactants [CH2:1]([C:4]1[C:5](Cl)=[N:6][CH:7]=[C:8]([C:10]([O:19][CH2:20][O:21][CH3:22])([C:15]([F:18])([F:17])[F:16])[C:11]([F:14])([F:13])[F:12])[CH:9]=1)[CH:2]=[CH2:3].[H-].[Na+].[CH3:26][O:27][C:28](=[O:36])[C:29]1[CH:34]=[CH:33][CH:32]=[C:31]([OH:35])[CH:30]=1.O, predict the reaction product.